Dataset: Forward reaction prediction with 1.9M reactions from USPTO patents (1976-2016). Task: Predict the product of the given reaction. (1) Given the reactants ClC1C2C=[C:5]3[CH2:14]NCC[N:6]3C=2C=CC=1.C([BH3-])#N.[Na+].[OH2:19].[OH-].[NH4+].[C:22]([OH:25])(=[O:24])[CH3:23], predict the reaction product. The product is: [C:22]([O:25][CH2:14][CH3:5])(=[O:24])[CH3:23].[CH3:22][OH:24].[OH-:19].[NH4+:6]. (2) Given the reactants [Cl:1][C:2]1[CH:10]=[C:9]2[C:5]([C:6]([C:15]([N:17]3[CH2:22][CH2:21][CH:20]([C:23]4[CH:28]=[CH:27][CH:26]=[CH:25][C:24]=4[C:29]([F:32])([F:31])[F:30])[CH2:19][CH2:18]3)=[O:16])=[CH:7][N:8]2[CH2:11][C:12]([OH:14])=O)=[CH:4][CH:3]=1.C(O[C:38](=O)[N:39]([CH2:41][CH2:42][NH2:43])C)(C)(C)C.Cl, predict the reaction product. The product is: [ClH:1].[Cl:1][C:2]1[CH:10]=[C:9]2[C:5]([C:6]([C:15]([N:17]3[CH2:22][CH2:21][CH:20]([C:23]4[CH:28]=[CH:27][CH:26]=[CH:25][C:24]=4[C:29]([F:32])([F:31])[F:30])[CH2:19][CH2:18]3)=[O:16])=[CH:7][N:8]2[CH2:11][C:12]([NH:43][CH2:42][CH2:41][NH:39][CH3:38])=[O:14])=[CH:4][CH:3]=1.